The task is: Regression. Given two drug SMILES strings and cell line genomic features, predict the synergy score measuring deviation from expected non-interaction effect.. This data is from NCI-60 drug combinations with 297,098 pairs across 59 cell lines. (1) Drug 1: CC1C(C(CC(O1)OC2CC(CC3=C2C(=C4C(=C3O)C(=O)C5=C(C4=O)C(=CC=C5)OC)O)(C(=O)C)O)N)O.Cl. Drug 2: CC1CCCC2(C(O2)CC(NC(=O)CC(C(C(=O)C(C1O)C)(C)C)O)C(=CC3=CSC(=N3)C)C)C. Synergy scores: CSS=-0.983, Synergy_ZIP=-6.49, Synergy_Bliss=-2.76, Synergy_Loewe=-6.46, Synergy_HSA=-3.59. Cell line: HT29. (2) Drug 1: CNC(=O)C1=CC=CC=C1SC2=CC3=C(C=C2)C(=NN3)C=CC4=CC=CC=N4. Drug 2: C1CCC(C1)C(CC#N)N2C=C(C=N2)C3=C4C=CNC4=NC=N3. Cell line: K-562. Synergy scores: CSS=49.7, Synergy_ZIP=-2.48, Synergy_Bliss=-0.270, Synergy_Loewe=-21.4, Synergy_HSA=-1.50. (3) Drug 1: CNC(=O)C1=CC=CC=C1SC2=CC3=C(C=C2)C(=NN3)C=CC4=CC=CC=N4. Drug 2: C1=CC(=CC=C1CC(C(=O)O)N)N(CCCl)CCCl.Cl. Cell line: NCI-H522. Synergy scores: CSS=18.6, Synergy_ZIP=-2.69, Synergy_Bliss=1.36, Synergy_Loewe=1.63, Synergy_HSA=2.90.